Dataset: Reaction yield outcomes from USPTO patents with 853,638 reactions. Task: Predict the reaction yield, written as a fraction of the theoretical maximum amount of product (1.0 means a 100% yield; for example, 0.34 means a 34% yield). (1) The reactants are [Br:1][C:2]1[CH:3]=[CH:4][C:5]2[S:9][C:8]([CH2:10][CH2:11]O)=[N:7][C:6]=2[CH:13]=1.C([N:16]([CH2:19][CH3:20])[CH2:17][CH3:18])C.S(Cl)([CH3:24])(=O)=O.C(#N)C. The catalyst is C(Cl)Cl. The product is [Br:1][C:2]1[CH:3]=[CH:4][C:5]2[S:9][C:8]([CH2:10][CH2:11][N:16]3[CH2:17][CH2:18][CH2:24][C@H:19]3[CH3:20])=[N:7][C:6]=2[CH:13]=1. The yield is 1.00. (2) The reactants are [Br:1][C:2]1[CH:7]=[CH:6][C:5](F)=[C:4]([N+:9]([O-:11])=[O:10])[CH:3]=1.[NH2:12][CH2:13][CH2:14][OH:15]. The catalyst is C(O)CCC. The product is [Br:1][C:2]1[CH:7]=[CH:6][C:5]([NH:12][CH2:13][CH2:14][OH:15])=[C:4]([N+:9]([O-:11])=[O:10])[CH:3]=1. The yield is 0.980. (3) The reactants are [Cl:1][C:2]1[CH:10]=[C:6]([C:7]([OH:9])=O)[C:5]([OH:11])=[CH:4][CH:3]=1.[F:12][C:13]([F:27])([F:26])[C:14]1[C:15]([Br:25])=[C:16]([CH:18]=[C:19]([C:21]([F:24])([F:23])[F:22])[CH:20]=1)[NH2:17]. No catalyst specified. The product is [F:26][C:13]([F:12])([F:27])[C:14]1[C:15]([Br:25])=[C:16]([NH:17][C:7](=[O:9])[C:6]2[CH:10]=[C:2]([Cl:1])[CH:3]=[CH:4][C:5]=2[OH:11])[CH:18]=[C:19]([C:21]([F:24])([F:23])[F:22])[CH:20]=1. The yield is 0.145. (4) The reactants are [Br:1][C:2]1[CH:11]=[CH:10][C:9]2[NH:8][C:7](=O)[N:6]3[N:13]=[CH:14][N:15]=[C:5]3[C:4]=2[C:3]=1[F:16].C(N(CC)C(C)C)(C)C.O=P(Cl)(Cl)[Cl:28]. No catalyst specified. The product is [Br:1][C:2]1[CH:11]=[CH:10][C:9]2[N:8]=[C:7]([Cl:28])[N:6]3[N:13]=[CH:14][N:15]=[C:5]3[C:4]=2[C:3]=1[F:16]. The yield is 0.550. (5) The reactants are C(C1C=C(NC2N=C(NC3C=CC=C(C(O)=O)C=3)C(F)=CN=2)C=CC=1)(O)=O.[OH:28][C:29]1[CH:30]=[C:31]([NH:39][C:40]2[N:45]=[C:44]([NH:46][C:47]3[CH:52]=[CH:51][C:50]([C:53]([O:55]C)=[O:54])=[C:49]([OH:57])[CH:48]=3)[C:43]([F:58])=[CH:42][N:41]=2)[CH:32]=[CH:33][C:34]=1[C:35]([O:37]C)=[O:36].[OH-].[Na+]. No catalyst specified. The product is [OH:28][C:29]1[CH:30]=[C:31]([NH:39][C:40]2[N:45]=[C:44]([NH:46][C:47]3[CH:52]=[CH:51][C:50]([C:53]([OH:55])=[O:54])=[C:49]([OH:57])[CH:48]=3)[C:43]([F:58])=[CH:42][N:41]=2)[CH:32]=[CH:33][C:34]=1[C:35]([OH:37])=[O:36]. The yield is 0.770.